Task: Predict the product of the given reaction.. Dataset: Forward reaction prediction with 1.9M reactions from USPTO patents (1976-2016) (1) Given the reactants [C:1](Cl)(=O)[C:2]([Cl:4])=[O:3].[Br:7][C:8]1[CH:9]=C([CH:14]=[CH:15][C:16]=1[F:17])C(O)=O, predict the reaction product. The product is: [Br:7][C:8]1[CH:9]=[C:1]([CH:14]=[CH:15][C:16]=1[F:17])[C:2]([Cl:4])=[O:3]. (2) Given the reactants [NH2:1][C:2]1[C:7]([CH2:8][OH:9])=[CH:6][CH:5]=[CH:4][N:3]=1.C1C(=O)N([Br:17])C(=O)C1, predict the reaction product. The product is: [NH2:1][C:2]1[C:7]([CH2:8][OH:9])=[CH:6][C:5]([Br:17])=[CH:4][N:3]=1. (3) Given the reactants [Br:1][C:2]1[N:7]=[C:6]([CH2:8][OH:9])[CH:5]=[CH:4][CH:3]=1.[C:10]([Si:14](Cl)([CH3:16])[CH3:15])([CH3:13])([CH3:12])[CH3:11].N1C=CN=C1, predict the reaction product. The product is: [Br:1][C:2]1[CH:3]=[CH:4][CH:5]=[C:6]([CH2:8][O:9][Si:14]([C:10]([CH3:13])([CH3:12])[CH3:11])([CH3:16])[CH3:15])[N:7]=1. (4) Given the reactants [NH2:1][CH2:2][CH2:3][CH2:4][O:5][CH2:6][CH2:7][O:8][CH2:9][CH2:10][O:11][CH2:12][CH2:13][CH2:14][NH:15][CH2:16][C:17](=[O:40])[NH:18][CH2:19][CH2:20][CH2:21][O:22][CH2:23][CH2:24][O:25][CH2:26][CH2:27][O:28][CH2:29][CH2:30][CH2:31][NH:32][C:33](=[O:39])[O:34][C:35]([CH3:38])([CH3:37])[CH3:36].[CH2:41]([O:43][C:44]1[C:45](=O)[C:46](=[O:51])[C:47]=1[O:48]CC)[CH3:42], predict the reaction product. The product is: [CH2:41]([O:43][C:44]1[C:47](=[O:48])[C:46](=[O:51])[C:45]=1[NH:1][CH2:2][CH2:3][CH2:4][O:5][CH2:6][CH2:7][O:8][CH2:9][CH2:10][O:11][CH2:12][CH2:13][CH2:14][NH:15][CH2:16][C:17](=[O:40])[NH:18][CH2:19][CH2:20][CH2:21][O:22][CH2:23][CH2:24][O:25][CH2:26][CH2:27][O:28][CH2:29][CH2:30][CH2:31][NH:32][C:33](=[O:39])[O:34][C:35]([CH3:36])([CH3:37])[CH3:38])[CH3:42]. (5) Given the reactants [C:1]1([NH:7][CH:8]2[C:17]3[C:12](=[CH:13][CH:14]=[CH:15][CH:16]=3)[N:11]([C:18]([C:20]3[CH:25]=[CH:24][C:23](OC)=[CH:22][CH:21]=3)=[O:19])[CH2:10][CH2:9]2)[CH:6]=[CH:5][CH:4]=[CH:3][CH:2]=1.C(N([CH:34]([CH3:36])C)CC)(C)C.[C:37](Cl)(=[O:39])C.[OH2:41], predict the reaction product. The product is: [CH3:37][O:39][C:24]1[CH:25]=[C:20]([CH:21]=[CH:22][CH:23]=1)[C:18]([N:11]1[C:12]2[C:17](=[CH:16][CH:15]=[CH:14][CH:13]=2)[CH:8]([N:7]([C:1]2[CH:2]=[CH:3][CH:4]=[CH:5][CH:6]=2)[C:34](=[O:41])[CH3:36])[CH2:9][CH2:10]1)=[O:19]. (6) Given the reactants [Si:1]([O:18][C:19]1[CH:27]=[C:26]2[C:22]([C:23]([Cl:28])=[N:24][NH:25]2)=[CH:21][CH:20]=1)([C:14]([CH3:17])([CH3:16])[CH3:15])([C:8]1[CH:13]=[CH:12][CH:11]=[CH:10][CH:9]=1)[C:2]1[CH:7]=[CH:6][CH:5]=[CH:4][CH:3]=1.C(N(CC)CC)C.[CH3:36][C:37]([O:40][C:41](O[C:41]([O:40][C:37]([CH3:39])([CH3:38])[CH3:36])=[O:42])=[O:42])([CH3:39])[CH3:38].C(OCC)(=O)C, predict the reaction product. The product is: [Si:1]([O:18][C:19]1[CH:27]=[C:26]2[C:22]([C:23]([Cl:28])=[N:24][N:25]2[C:41]([O:40][C:37]([CH3:39])([CH3:38])[CH3:36])=[O:42])=[CH:21][CH:20]=1)([C:14]([CH3:17])([CH3:15])[CH3:16])([C:2]1[CH:7]=[CH:6][CH:5]=[CH:4][CH:3]=1)[C:8]1[CH:13]=[CH:12][CH:11]=[CH:10][CH:9]=1. (7) The product is: [CH3:1][O:2][C:3]1[CH:36]=[C:35]([O:37][CH3:38])[CH:34]=[CH:33][C:4]=1[CH2:5][N:6]1[C:26]2[C:15]3=[CH:16][C:17]4[CH:18]=[C:19]([CH2:24][OH:25])[N:20]([CH3:23])[C:21]=4[CH:22]=[C:14]3[CH:13]=[CH:12][CH2:11][C:10]=2[C:9]([OH:27])=[C:8]([C:28]([OH:30])=[O:29])[C:7]1=[O:32]. Given the reactants [CH3:1][O:2][C:3]1[CH:36]=[C:35]([O:37][CH3:38])[CH:34]=[CH:33][C:4]=1[CH2:5][N:6]1[C:26]2[C:15]3=[CH:16][C:17]4[CH:18]=[C:19]([CH2:24][OH:25])[N:20]([CH3:23])[C:21]=4[CH:22]=[C:14]3[CH:13]=[CH:12][CH2:11][C:10]=2[C:9]([OH:27])=[C:8]([C:28]([O:30]C)=[O:29])[C:7]1=[O:32].[Li+].[I-].Cl, predict the reaction product.